Dataset: Reaction yield outcomes from USPTO patents with 853,638 reactions. Task: Predict the reaction yield, written as a fraction of the theoretical maximum amount of product (1.0 means a 100% yield; for example, 0.34 means a 34% yield). (1) The reactants are [CH:1]1([N:4]([CH:30]2[CH2:32][CH2:31]2)[C:5]([C:7]2[N:27]([CH2:28][CH3:29])[C:10]3=[N:11][C:12]([NH:19]/[C:20](/SC)=[CH:21]/[C:22](=[O:24])[CH3:23])=[C:13]4[N:17]=[CH:16][N:15]([CH3:18])[C:14]4=[C:9]3[CH:8]=2)=[O:6])[CH2:3][CH2:2]1.[NH2:33]O. The catalyst is C(O)C.CO. The product is [CH:1]1([N:4]([CH:30]2[CH2:32][CH2:31]2)[C:5]([C:7]2[N:27]([CH2:28][CH3:29])[C:10]3=[N:11][C:12]([NH:19][C:20]4[CH:21]=[C:22]([CH3:23])[O:24][N:33]=4)=[C:13]4[N:17]=[CH:16][N:15]([CH3:18])[C:14]4=[C:9]3[CH:8]=2)=[O:6])[CH2:3][CH2:2]1. The yield is 0.433. (2) The reactants are [NH2:1][C:2]1[C:7]2=[C:8]([C:14]3[CH:19]=[CH:18][C:17]([NH:20][C:21]([NH:23][C:24]4[CH:29]=[C:28]([C:30]([F:33])([F:32])[F:31])[CH:27]=[CH:26][C:25]=4[F:34])=[O:22])=[C:16]([F:35])[CH:15]=3)[CH:9]=[C:10]([CH2:11][CH2:12]Br)[N:6]2[N:5]=[CH:4][N:3]=1.[NH:36]1[CH2:41][CH2:40][O:39][CH2:38][CH2:37]1.C(N(CC)CC)C.[I-].[Na+]. The catalyst is CN(C=O)C.CCOC(C)=O. The product is [NH2:1][C:2]1[C:7]2=[C:8]([C:14]3[CH:19]=[CH:18][C:17]([NH:20][C:21]([NH:23][C:24]4[CH:29]=[C:28]([C:30]([F:33])([F:32])[F:31])[CH:27]=[CH:26][C:25]=4[F:34])=[O:22])=[C:16]([F:35])[CH:15]=3)[CH:9]=[C:10]([CH2:11][CH2:12][N:36]3[CH2:41][CH2:40][O:39][CH2:38][CH2:37]3)[N:6]2[N:5]=[CH:4][N:3]=1. The yield is 0.470.